This data is from Catalyst prediction with 721,799 reactions and 888 catalyst types from USPTO. The task is: Predict which catalyst facilitates the given reaction. (1) Reactant: C([O:4][CH2:5][C:6]([NH:8][C:9]1[CH:14]=[CH:13][C:12]([O:15][CH3:16])=[CH:11][C:10]=1[CH:17]=O)=O)(=O)C.[NH3:19]. Product: [CH3:16][O:15][C:12]1[CH:11]=[C:10]2[C:9](=[CH:14][CH:13]=1)[N:8]=[C:6]([CH2:5][OH:4])[N:19]=[CH:17]2. The catalyst class is: 14. (2) Reactant: [BH4-].[Na+].[F:3][C:4]1[C:11]([F:12])=[CH:10][CH:9]=[C:8]([F:13])[C:5]=1[CH:6]=[O:7]. Product: [F:3][C:4]1[C:11]([F:12])=[CH:10][CH:9]=[C:8]([F:13])[C:5]=1[CH2:6][OH:7]. The catalyst class is: 5. (3) Reactant: [C:1]([OH:9])(=[O:8])[C:2]1[CH:7]=[CH:6][CH:5]=[N:4][CH:3]=1. Product: [C:1]([O:9][CH2:1][CH2:2][CH2:7][CH3:6])(=[O:8])[C:2]1[CH:7]=[CH:6][CH:5]=[N:4][CH:3]=1. The catalyst class is: 11. (4) Reactant: [CH3:1][O:2][CH2:3][CH2:4][O:5][CH2:6][CH2:7][O:8][CH2:9][CH2:10][OH:11].[C:12]([O:16][C:17]([CH3:20])([CH3:19])[CH3:18])(=[O:15])[CH:13]=[CH2:14].C[O-].[Na+]. Product: [CH3:1][O:2][CH2:3][CH2:4][O:5][CH2:6][CH2:7][O:8][CH2:9][CH2:10][O:11][CH2:14][CH2:13][C:12]([O:16][C:17]([CH3:20])([CH3:19])[CH3:18])=[O:15]. The catalyst class is: 13. (5) Reactant: [OH:1][C:2]1([CH:5]2[CH2:9][CH:8]([O:10][CH3:11])[CH2:7][N:6]2[C:12]([O:14][CH2:15][C:16]2[CH:21]=[CH:20][CH:19]=[CH:18][CH:17]=2)=[O:13])[CH2:4][CH2:3]1.[CH3:22]I.[H-].[Na+]. Product: [CH3:11][O:10][CH:8]1[CH2:7][N:6]([C:12]([O:14][CH2:15][C:16]2[CH:17]=[CH:18][CH:19]=[CH:20][CH:21]=2)=[O:13])[CH:5]([C:2]2([O:1][CH3:22])[CH2:3][CH2:4]2)[CH2:9]1. The catalyst class is: 1. (6) Reactant: [CH2:1]([N:6]1[C:14]2[N:13]=[CH:12][NH:11][C:10]=2[C:9]2=[N:15][N:16]=[N:17][N:8]2[C:7]1=[O:18])[CH2:2][CH2:3][CH2:4][CH3:5].[Br:19]N1C(=O)CCC1=O. Product: [Br:19][C:12]1[NH:11][C:10]2[C:9]3=[N:15][N:16]=[N:17][N:8]3[C:7](=[O:18])[N:6]([CH2:1][CH2:2][CH2:3][CH2:4][CH3:5])[C:14]=2[N:13]=1. The catalyst class is: 10. (7) Reactant: [F-].[Cs+].Cl[C:4]1[CH:5]=[CH:6][C:7]2[N:8]([C:10]([C:13]3[CH:18]=[CH:17][CH:16]=[C:15]([O:19][C:20]([F:23])([F:22])[F:21])[CH:14]=3)=[CH:11][N:12]=2)[N:9]=1.[NH2:24][CH2:25][C:26]1([OH:33])[CH2:31][CH2:30][N:29]([CH3:32])[CH2:28][CH2:27]1. The catalyst class is: 16. Product: [CH3:32][N:29]1[CH2:30][CH2:31][C:26]([CH2:25][NH:24][C:4]2[CH:5]=[CH:6][C:7]3[N:8]([C:10]([C:13]4[CH:18]=[CH:17][CH:16]=[C:15]([O:19][C:20]([F:23])([F:22])[F:21])[CH:14]=4)=[CH:11][N:12]=3)[N:9]=2)([OH:33])[CH2:27][CH2:28]1. (8) Reactant: [CH:1]1[C:10]2[C:5](=[CH:6][CH:7]=[CH:8][CH:9]=2)[CH:4]=[CH:3][C:2]=1[C:11]#[N:12].[H-].[Al+3].[Li+].[H-].[H-].[H-].[OH-].[Na+]. Product: [CH:1]1[C:10]2[C:5](=[CH:6][CH:7]=[CH:8][CH:9]=2)[CH:4]=[CH:3][C:2]=1[CH2:11][NH2:12]. The catalyst class is: 7. (9) Reactant: [CH3:1][O:2][C:3]1[CH:4]=[C:5]([NH:15][C:16]2[NH:20][C:19]([NH2:21])=[N:18][N:17]=2)[CH:6]=[CH:7][C:8]=1[N:9]1[CH:13]=[C:12]([CH3:14])[N:11]=[CH:10]1.CN(C)/[CH:24]=[CH:25]/[C:26]([C:28]1[CH:33]=[CH:32][N:31]=[CH:30][CH:29]=1)=O. Product: [CH3:1][O:2][C:3]1[CH:4]=[C:5]([NH:15][C:16]2[N:20]=[C:19]3[N:21]=[CH:24][CH:25]=[C:26]([C:28]4[CH:33]=[CH:32][N:31]=[CH:30][CH:29]=4)[N:18]3[N:17]=2)[CH:6]=[CH:7][C:8]=1[N:9]1[CH:13]=[C:12]([CH3:14])[N:11]=[CH:10]1. The catalyst class is: 15.